Dataset: Forward reaction prediction with 1.9M reactions from USPTO patents (1976-2016). Task: Predict the product of the given reaction. Given the reactants [CH2:1]([O:8][C:9]([N:11]1[CH2:15][C@H:14]([O:16][C:17]([CH3:20])([CH3:19])[CH3:18])[CH2:13][C@H:12]1[C:21](O)=[O:22])=[O:10])[C:2]1[CH:7]=[CH:6][CH:5]=[CH:4][CH:3]=1.[CH3:24][O:25][CH:26]([O:29][CH3:30])[CH2:27][NH2:28].CCN=C=NCCCN(C)C.Cl.C1C=CC2N(O)N=NC=2C=1.C(N(CC)CC)C, predict the reaction product. The product is: [CH2:1]([O:8][C:9]([N:11]1[CH2:15][C@H:14]([O:16][C:17]([CH3:19])([CH3:20])[CH3:18])[CH2:13][C@H:12]1[C:21](=[O:22])[NH:28][CH2:27][CH:26]([O:29][CH3:30])[O:25][CH3:24])=[O:10])[C:2]1[CH:3]=[CH:4][CH:5]=[CH:6][CH:7]=1.